From a dataset of NCI-60 drug combinations with 297,098 pairs across 59 cell lines. Regression. Given two drug SMILES strings and cell line genomic features, predict the synergy score measuring deviation from expected non-interaction effect. Drug 1: CNC(=O)C1=NC=CC(=C1)OC2=CC=C(C=C2)NC(=O)NC3=CC(=C(C=C3)Cl)C(F)(F)F. Drug 2: COC1=C2C(=CC3=C1OC=C3)C=CC(=O)O2. Cell line: RPMI-8226. Synergy scores: CSS=16.2, Synergy_ZIP=-2.80, Synergy_Bliss=-0.522, Synergy_Loewe=7.07, Synergy_HSA=2.00.